This data is from Reaction yield outcomes from USPTO patents with 853,638 reactions. The task is: Predict the reaction yield, written as a fraction of the theoretical maximum amount of product (1.0 means a 100% yield; for example, 0.34 means a 34% yield). (1) The reactants are [N:1]1[C:14]2[C:5](=[CH:6][CH:7]=[C:8]3[C:13]=2N=CC=C3)C=C[CH:2]=1.CC(C)([O-])C.[Na+].CCCCCCCCCCCC.I[C:34]1[CH:35]=[C:36]([CH3:41])[CH:37]=[C:38]([CH3:40])[CH:39]=1.CNC1C=CC=CC=1. The catalyst is [Cu]I.O1CCOCC1. The product is [CH3:40][C:38]1[CH:39]=[C:34]([N:1]([CH3:2])[C:14]2[CH:5]=[CH:6][CH:7]=[CH:8][CH:13]=2)[CH:35]=[C:36]([CH3:41])[CH:37]=1. The yield is 0.500. (2) The reactants are [CH3:1][C:2]([S@@:5]([NH2:7])=[O:6])([CH3:4])[CH3:3].[C:8]([C:11]1[C:12](=O)[NH:13][C:14]2[C:19]([CH:20]=1)=[CH:18][C:17]([Cl:21])=[CH:16][CH:15]=2)(=O)[CH3:9].[BH4-].[Na+].CO.CO.C(Cl)[Cl:30]. The catalyst is C1COCC1.C(O[Ti](OCC)(OCC)OCC)C. The product is [Cl:30][C:12]1[C:11]([C@@H:8]([NH:7][S@:5]([C:2]([CH3:4])([CH3:3])[CH3:1])=[O:6])[CH3:9])=[CH:20][C:19]2[C:14](=[CH:15][CH:16]=[C:17]([Cl:21])[CH:18]=2)[N:13]=1. The yield is 0.380. (3) The reactants are [C:1]([O:4][CH2:5][C:6]1[C:7]([N:13]2[CH2:25][CH2:24][N:16]3[C:17]4[CH2:18][CH2:19][CH2:20][CH2:21][C:22]=4[CH:23]=[C:15]3[C:14]2=[O:26])=[N:8][CH:9]=[CH:10][C:11]=1Cl)(=[O:3])[CH3:2].[B:27]1([B:27]2[O:31][C:30]([CH3:33])([CH3:32])[C:29]([CH3:35])([CH3:34])[O:28]2)[O:31][C:30]([CH3:33])([CH3:32])[C:29]([CH3:35])([CH3:34])[O:28]1.CC(C1C=C(C(C)C)C(C2C=CC=CC=2P(C2CCCCC2)C2CCCCC2)=C(C(C)C)C=1)C.C(O[K])(C)=O. The catalyst is C1C=CC(/C=C/C(/C=C/C2C=CC=CC=2)=O)=CC=1.C1C=CC(/C=C/C(/C=C/C2C=CC=CC=2)=O)=CC=1.C1C=CC(/C=C/C(/C=C/C2C=CC=CC=2)=O)=CC=1.[Pd].[Pd].O1CCOCC1. The product is [C:1]([O:4][CH2:5][C:6]1[C:7]([N:13]2[CH2:25][CH2:24][N:16]3[C:17]4[CH2:18][CH2:19][CH2:20][CH2:21][C:22]=4[CH:23]=[C:15]3[C:14]2=[O:26])=[N:8][CH:9]=[CH:10][C:11]=1[B:27]1[O:31][C:30]([CH3:33])([CH3:32])[C:29]([CH3:35])([CH3:34])[O:28]1)(=[O:3])[CH3:2]. The yield is 0.870. (4) The reactants are C(OC[N:10]1[C:14]2[CH:15]=[N:16][N:17]([CH2:20][O:21][CH2:22][CH2:23][Si:24]([CH3:27])([CH3:26])[CH3:25])[C:18](=[O:19])[C:13]=2[C:12]([CH:28]([CH3:30])[CH3:29])=[C:11]1[C:31]1[CH:36]=[CH:35][C:34]([O:37][CH:38]([F:40])[F:39])=[C:33]([O:41][CH:42]2[CH2:44][CH2:43]2)[CH:32]=1)C1C=CC=CC=1.N.[H][H]. The catalyst is [Pd].C(O)C. The product is [CH:42]1([O:41][C:33]2[CH:32]=[C:31]([C:11]3[NH:10][C:14]4[CH:15]=[N:16][N:17]([CH2:20][O:21][CH2:22][CH2:23][Si:24]([CH3:26])([CH3:25])[CH3:27])[C:18](=[O:19])[C:13]=4[C:12]=3[CH:28]([CH3:30])[CH3:29])[CH:36]=[CH:35][C:34]=2[O:37][CH:38]([F:40])[F:39])[CH2:44][CH2:43]1. The yield is 0.600. (5) The product is [CH2:4]([O:3][C:1]([NH:11][CH2:12][C:13]([N:49]([CH2:48][C:47](=[O:60])[N:46]([CH2:45][CH2:44][O:43][Si:36]([C:39]([CH3:42])([CH3:41])[CH3:40])([CH3:37])[CH3:38])[CH2:61][CH2:62][C:63]([O:65][CH2:66][C:67]1[CH:68]=[CH:69][CH:70]=[CH:71][CH:72]=1)=[O:64])[CH2:50][CH2:51][O:52][Si:53]([CH3:59])([CH3:58])[C:54]([CH3:55])([CH3:56])[CH3:57])=[O:15])=[O:2])[C:5]1[CH:6]=[CH:7][CH:8]=[CH:9][CH:10]=1. The reactants are [C:1]([NH:11][CH2:12][C:13]([OH:15])=O)([O:3][CH2:4][C:5]1[CH:10]=[CH:9][CH:8]=[CH:7][CH:6]=1)=[O:2].CCN=C=NCCCN(C)C.CCN(C(C)C)C(C)C.[Si:36]([O:43][CH2:44][CH2:45][N:46]([CH2:61][CH2:62][C:63]([O:65][CH2:66][C:67]1[CH:72]=[CH:71][CH:70]=[CH:69][CH:68]=1)=[O:64])[C:47](=[O:60])[CH2:48][NH:49][CH2:50][CH2:51][O:52][Si:53]([CH3:59])([CH3:58])[C:54]([CH3:57])([CH3:56])[CH3:55])([C:39]([CH3:42])([CH3:41])[CH3:40])([CH3:38])[CH3:37]. The catalyst is C(Cl)Cl. The yield is 0.380. (6) The reactants are [Cl:1][C:2]1[C:3]([CH2:12][O:13][C:14]2[CH:15]=[N:16][C:17]([CH:21]3[CH2:23][CH2:22]3)=[C:18]([Cl:20])[CH:19]=2)=[CH:4][C:5]([F:11])=[C:6]([CH:10]=1)[C:7]([OH:9])=O.[F:24][C:25]1([F:33])[CH2:28][N:27]([S:29]([NH2:32])(=[O:31])=[O:30])[CH2:26]1.C(N(C(C)C)CC)(C)C.F[P-](F)(F)(F)(F)F.CN(C(N(C)C)=[N+]1C2C(=NC=CC=2)[N+]([O-])=N1)C. The catalyst is C(Cl)Cl. The product is [Cl:1][C:2]1[C:3]([CH2:12][O:13][C:14]2[CH:15]=[N:16][C:17]([CH:21]3[CH2:23][CH2:22]3)=[C:18]([Cl:20])[CH:19]=2)=[CH:4][C:5]([F:11])=[C:6]([CH:10]=1)[C:7]([NH:32][S:29]([N:27]1[CH2:28][C:25]([F:33])([F:24])[CH2:26]1)(=[O:31])=[O:30])=[O:9]. The yield is 0.360. (7) The reactants are C[O:2][C:3](=[O:23])[C:4]1[CH:9]=[CH:8][C:7]([NH:10][C:11]([NH:13][C:14]2[CH:19]=[N:18][C:17]([CH3:20])=[CH:16][N:15]=2)=[O:12])=[C:6]([O:21][CH3:22])[CH:5]=1.CO.O.[OH-].[Li+]. The catalyst is O. The product is [CH3:22][O:21][C:6]1[CH:5]=[C:4]([CH:9]=[CH:8][C:7]=1[NH:10][C:11]([NH:13][C:14]1[CH:19]=[N:18][C:17]([CH3:20])=[CH:16][N:15]=1)=[O:12])[C:3]([OH:23])=[O:2]. The yield is 0.880. (8) The reactants are Cl.[C:2]1([CH2:8][C@H:9]([NH:21][CH2:22][CH2:23][CH3:24])[CH2:10][CH2:11][NH:12][C:13]([C:15]2[CH:20]=[CH:19][CH:18]=[CH:17][N:16]=2)=[O:14])[CH:7]=[CH:6][CH:5]=[CH:4][CH:3]=1.[O:25]1[C:29]2[CH:30]=[CH:31][C:32]([C:34]([OH:36])=O)=[CH:33][C:28]=2[O:27][CH2:26]1.C1C=CC2N(O)N=NC=2C=1.Cl.C(N(CC)CC)C. The yield is 0.620. The product is [O:25]1[C:29]2[CH:30]=[CH:31][C:32]([C:34]([N:21]([CH2:22][CH2:23][CH3:24])[C@@H:9]([CH2:8][C:2]3[CH:3]=[CH:4][CH:5]=[CH:6][CH:7]=3)[CH2:10][CH2:11][NH:12][C:13]([C:15]3[CH:20]=[CH:19][CH:18]=[CH:17][N:16]=3)=[O:14])=[O:36])=[CH:33][C:28]=2[O:27][CH2:26]1. The catalyst is C(Cl)Cl.CCOC(C)=O.C(Cl)CCl.